From a dataset of Forward reaction prediction with 1.9M reactions from USPTO patents (1976-2016). Predict the product of the given reaction. (1) Given the reactants [CH:1]1([CH2:4][S:5]([NH:8][CH:9]([CH3:11])[CH3:10])(=[O:7])=[O:6])[CH2:3][CH2:2]1.[H-].[Na+].[Cl:14][C:15]1[N:20]=[C:19](Cl)[CH:18]=[CH:17][N:16]=1.[NH4+].[Cl-], predict the reaction product. The product is: [Cl:14][C:15]1[N:20]=[C:19]([N:8]([CH:9]([CH3:11])[CH3:10])[S:5]([CH2:4][CH:1]2[CH2:2][CH2:3]2)(=[O:7])=[O:6])[CH:18]=[CH:17][N:16]=1. (2) Given the reactants [OH:1][CH2:2][CH:3]1[O:8][CH2:7][CH2:6][NH:5][CH2:4]1.O1CCCNCC1.[C:16]([OH:27])(=[O:26])[C:17]1[CH:25]=[CH:24][C:20]([C:21]([OH:23])=[O:22])=[CH:19][CH:18]=1, predict the reaction product. The product is: [C:16]([OH:27])(=[O:26])[C:17]1[CH:25]=[CH:24][C:20]([C:21]([OH:23])=[O:22])=[CH:19][CH:18]=1.[OH:1][CH2:2][C@@H:3]1[O:8][CH2:7][CH2:6][NH:5][CH2:4]1. (3) The product is: [CH2:1]([C:2]([CH2:3][CH3:4])=[C:1]([C:2]1[CH:7]=[CH:6][CH:5]=[CH:4][CH:3]=1)[C:8]#[N:9])[CH3:8]. Given the reactants [CH2:1]([C:8]#[N:9])[C:2]1[CH:7]=[CH:6][CH:5]=[CH:4][CH:3]=1, predict the reaction product. (4) The product is: [CH3:11][N:12]1[CH2:17][CH2:16][N:15]([C:2]2[CH:7]=[CH:6][CH:5]=[C:4]([N+:8]([O-:10])=[O:9])[CH:3]=2)[CH2:14][CH2:13]1. Given the reactants Cl[C:2]1[CH:7]=[CH:6][CH:5]=[C:4]([N+:8]([O-:10])=[O:9])[CH:3]=1.[CH3:11][N:12]1[CH2:17][CH2:16][NH:15][CH2:14][CH2:13]1, predict the reaction product.